This data is from Full USPTO retrosynthesis dataset with 1.9M reactions from patents (1976-2016). The task is: Predict the reactants needed to synthesize the given product. (1) Given the product [CH2:1]([NH:8][C:9]1[CH:14]=[CH:13][C:12]([C:15]2[CH:19]=[C:18]([CH2:20][O:21][C:27](=[O:28])[NH2:24])[O:17][N:16]=2)=[CH:11][CH:10]=1)[C:2]1[CH:7]=[CH:6][CH:5]=[CH:4][CH:3]=1, predict the reactants needed to synthesize it. The reactants are: [CH2:1]([NH:8][C:9]1[CH:14]=[CH:13][C:12]([C:15]2[CH:19]=[C:18]([CH2:20][OH:21])[O:17][N:16]=2)=[CH:11][CH:10]=1)[C:2]1[CH:7]=[CH:6][CH:5]=[CH:4][CH:3]=1.C1N=C[N:24]([C:27](N2C=NC=C2)=[O:28])C=1.[OH-].[NH4+]. (2) The reactants are: [CH2:1]1[NH:6][CH2:5][CH2:4][N:3]2[C:7](=[O:14])[C:8]3[CH:13]=[N:12][CH:11]=[CH:10][C:9]=3[CH:2]12.CCN(C(C)C)C(C)C.[Br:24][C:25]1[CH:30]=[C:29]([C:31]([F:34])([F:33])[F:32])[CH:28]=[CH:27][C:26]=1[S:35](Cl)(=[O:37])=[O:36]. Given the product [Br:24][C:25]1[CH:30]=[C:29]([C:31]([F:33])([F:32])[F:34])[CH:28]=[CH:27][C:26]=1[S:35]([N:6]1[CH2:5][CH2:4][N:3]2[C:7](=[O:14])[C:8]3[CH:13]=[N:12][CH:11]=[CH:10][C:9]=3[CH:2]2[CH2:1]1)(=[O:37])=[O:36], predict the reactants needed to synthesize it. (3) Given the product [F:57][C:58]([F:64])([F:63])[C:50]([OH:52])=[O:51].[NH:48]1[CH2:47][CH:46]([O:45][C:11]2[C:12]([N:16]3[C:25]4[C:20](=[CH:21][C:22]([S:26]([NH:27][C:37]5[CH:41]=[CH:40][O:39][N:38]=5)(=[O:43])=[O:42])=[CH:23][CH:24]=4)[CH:19]=[CH:18][C:17]3=[O:44])=[CH:13][C:14]([F:15])=[C:9]([C:4]3[CH:3]=[C:2]([F:1])[CH:7]=[C:6]([F:8])[CH:5]=3)[CH:10]=2)[CH2:49]1, predict the reactants needed to synthesize it. The reactants are: [F:1][C:2]1[CH:3]=[C:4]([C:9]2[C:14]([F:15])=[CH:13][C:12]([N:16]3[C:25]4[C:20](=[CH:21][C:22]([S:26](=[O:43])(=[O:42])[N:27]([C:37]5[CH:41]=[CH:40][O:39][N:38]=5)CC5C=CC(OC)=CC=5)=[CH:23][CH:24]=4)[CH:19]=[CH:18][C:17]3=[O:44])=[C:11]([O:45][CH:46]3[CH2:49][N:48]([C:50]([O:52]C(C)(C)C)=[O:51])[CH2:47]3)[CH:10]=2)[CH:5]=[C:6]([F:8])[CH:7]=1.[F:57][C:58]([F:64])([F:63])S(O)(=O)=O. (4) Given the product [CH2:1]([O:3][C:4](=[O:25])[CH:5]([NH:17][C:18]([O:20][C:21]([CH3:24])([CH3:23])[CH3:22])=[O:19])[CH2:6][C:7]1[CH:12]=[CH:11][C:10]([OH:13])=[C:9]([NH2:14])[CH:8]=1)[CH3:2], predict the reactants needed to synthesize it. The reactants are: [CH2:1]([O:3][C:4](=[O:25])[C@@H:5]([NH:17][C:18]([O:20][C:21]([CH3:24])([CH3:23])[CH3:22])=[O:19])[CH2:6][C:7]1[CH:12]=[CH:11][C:10]([OH:13])=[C:9]([N+:14]([O-])=O)[CH:8]=1)[CH3:2].[Cl-].[NH4+]. (5) Given the product [F:1][CH2:2][CH2:3][N:4]1[CH2:9][C@@H:8]2[CH2:10][C@H:5]1[CH2:6][N:7]2[CH:11]1[CH2:12][CH2:13][N:14]([C:17]2[CH:22]=[CH:21][C:20]([NH2:23])=[C:19]([O:26][CH3:27])[CH:18]=2)[CH2:15][CH2:16]1, predict the reactants needed to synthesize it. The reactants are: [F:1][CH2:2][CH2:3][N:4]1[CH2:9][C@@H:8]2[CH2:10][C@H:5]1[CH2:6][N:7]2[CH:11]1[CH2:16][CH2:15][N:14]([C:17]2[CH:22]=[CH:21][C:20]([N+:23]([O-])=O)=[C:19]([O:26][CH3:27])[CH:18]=2)[CH2:13][CH2:12]1.